This data is from Forward reaction prediction with 1.9M reactions from USPTO patents (1976-2016). The task is: Predict the product of the given reaction. Given the reactants [Cl:1][C:2]1[CH:24]=[CH:23][CH:22]=[C:21]([O:25][CH3:26])[C:3]=1[CH2:4][N:5]1[C:13]2[C:8](=[CH:9][CH:10]=[C:11]([C:14]([F:19])([F:18])[C:15]([OH:17])=[O:16])[CH:12]=2)[C:7]([CH3:20])=[N:6]1.[OH-].[K+:28], predict the reaction product. The product is: [Cl:1][C:2]1[CH:24]=[CH:23][CH:22]=[C:21]([O:25][CH3:26])[C:3]=1[CH2:4][N:5]1[C:13]2[C:8](=[CH:9][CH:10]=[C:11]([C:14]([F:18])([F:19])[C:15]([O-:17])=[O:16])[CH:12]=2)[C:7]([CH3:20])=[N:6]1.[K+:28].